From a dataset of Reaction yield outcomes from USPTO patents with 853,638 reactions. Predict the reaction yield, written as a fraction of the theoretical maximum amount of product (1.0 means a 100% yield; for example, 0.34 means a 34% yield). The reactants are F[C:2]1[C:11]([F:12])=[CH:10][CH:9]=[C:8]2[C:3]=1[C:4](=[O:51])[NH:5][C:6]([C:13]([NH:15][CH2:16][C:17]1[CH:22]=[CH:21][CH:20]=[C:19]([O:23][CH2:24][CH2:25][O:26][C:27]3[N:31]=[CH:30][N:29](C(C4C=CC=CC=4)(C4C=CC=CC=4)C4C=CC=CC=4)[N:28]=3)[CH:18]=1)=[O:14])=[N:7]2.[OH:52][CH2:53][CH2:54][C:55]1[CH:63]=[CH:62][C:58]([C:59]([OH:61])=[O:60])=[CH:57][CH:56]=1.[H-].[Na+].FC(F)(F)C(O)=O.C([SiH](CC)CC)C. The catalyst is CC(N(C)C)=O.ClCCl.O. The product is [F:12][C:11]1[C:2]([O:52][CH2:53][CH2:54][C:55]2[CH:63]=[CH:62][C:58]([C:59]([OH:61])=[O:60])=[CH:57][CH:56]=2)=[C:3]2[C:8](=[CH:9][CH:10]=1)[N:7]=[C:6]([C:13]([NH:15][CH2:16][C:17]1[CH:22]=[CH:21][CH:20]=[C:19]([O:23][CH2:24][CH2:25][O:26][C:27]3[N:31]=[CH:30][NH:29][N:28]=3)[CH:18]=1)=[O:14])[NH:5][C:4]2=[O:51]. The yield is 0.280.